This data is from Full USPTO retrosynthesis dataset with 1.9M reactions from patents (1976-2016). The task is: Predict the reactants needed to synthesize the given product. Given the product [ClH:18].[CH:25]1[C:26]2[C:21](=[N:20][C:19]([NH:9][NH:8][C:3]3[CH:4]=[CH:5][CH:6]=[CH:7][C:2]=3[CH3:10])=[C:32]3[C:27]=2[CH:28]=[CH:29][CH:30]=[CH:31]3)[CH:22]=[CH:23][CH:24]=1, predict the reactants needed to synthesize it. The reactants are: Cl.[C:2]1([CH3:10])[CH:7]=[CH:6][CH:5]=[CH:4][C:3]=1[NH:8][NH2:9].C(=O)([O-])O.[Na+].NN.[Cl:18][C:19]1[N:20]=[C:21]2[C:26](=[C:27]3[C:32]=1[CH:31]=[CH:30][CH:29]=[CH:28]3)[CH:25]=[CH:24][CH:23]=[CH:22]2.